From a dataset of Reaction yield outcomes from USPTO patents with 853,638 reactions. Predict the reaction yield, written as a fraction of the theoretical maximum amount of product (1.0 means a 100% yield; for example, 0.34 means a 34% yield). (1) The reactants are Br[C:2]1[CH:23]=[CH:22][C:5]([C:6]([NH:8][S:9]([C:12]2[CH:17]=[CH:16][CH:15]=[CH:14][C:13]=2[S:18](=[O:21])(=[O:20])[NH2:19])(=[O:11])=[O:10])=[O:7])=[C:4]([F:24])[CH:3]=1.[C:25]([CH:27]1[CH2:31][CH2:30][CH2:29][CH2:28]1)#[CH:26]. No catalyst specified. The product is [CH:27]1([C:25]#[C:26][C:2]2[CH:23]=[CH:22][C:5]([C:6]([NH:8][S:9]([C:12]3[CH:17]=[CH:16][CH:15]=[CH:14][C:13]=3[S:18](=[O:21])(=[O:20])[NH2:19])(=[O:11])=[O:10])=[O:7])=[C:4]([F:24])[CH:3]=2)[CH2:31][CH2:30][CH2:29][CH2:28]1. The yield is 0.420. (2) The reactants are C([O:3][P:4]([CH2:9][CH2:10][NH:11][CH2:12][C:13]([CH3:36])=[CH:14][CH2:15][C:16]1[C:17]([O:29]CC[Si](C)(C)C)=[C:18]2[C:22](=[C:23]([CH3:27])[C:24]=1[CH2:25][CH3:26])[CH2:21][O:20][C:19]2=[O:28])(=[O:8])[O:5]CC)C.C[Si](Br)(C)C. The product is [CH2:25]([C:24]1[C:23]([CH3:27])=[C:22]2[C:18]([C:19](=[O:28])[O:20][CH2:21]2)=[C:17]([OH:29])[C:16]=1[CH2:15][CH:14]=[C:13]([CH3:36])[CH2:12][NH:11][CH2:10][CH2:9][P:4](=[O:3])([OH:8])[OH:5])[CH3:26]. The yield is 0.570. The catalyst is CN(C=O)C.C(Cl)Cl. (3) The yield is 0.320. The reactants are [CH3:1][O:2][C:3]([CH:5]1[CH2:10][N:9]([C:11](=[O:20])[CH2:12][O:13][C:14]2[S:15][C:16]([Cl:19])=[CH:17][CH:18]=2)[CH2:8][C:7](=[O:21])[N:6]1[CH2:22][C:23]1[CH:28]=C[C:26](C#N)=[C:25](N)[CH:24]=1)=[O:4].[N:32]1[CH:37]=[N:36][CH:35]=[N:34][CH:33]=1.CC(O)=O. The catalyst is CCO. The product is [CH3:1][O:2][C:3]([CH:5]1[CH2:10][N:9]([C:11](=[O:20])[CH2:12][O:13][C:14]2[S:15][C:16]([Cl:19])=[CH:17][CH:18]=2)[CH2:8][C:7](=[O:21])[N:6]1[CH2:22][C:23]1[CH:28]=[C:33]2[C:26]([C:37]([NH2:32])=[N:36][CH:35]=[N:34]2)=[CH:25][CH:24]=1)=[O:4]. (4) The reactants are [NH:1]1[C:5]2[CH:6]=[CH:7][CH:8]=[CH:9][C:4]=2[N:3]=[C:2]1[CH2:10][N:11]([CH:16]1[C:25]2[N:24]=[CH:23][CH:22]=[CH:21][C:20]=2[CH2:19][CH2:18][CH2:17]1)[CH2:12][CH2:13][CH2:14][NH2:15].O.ON1C2C=CC=CC=2N=N1.Cl.CN(C)CCCN=C=NCC.[C:49](O)(=[O:56])[C:50]1[CH:55]=[CH:54][CH:53]=[CH:52][CH:51]=1. The catalyst is CN(C=O)C.C(OCC)(=O)C.O. The product is [NH:1]1[C:5]2[CH:6]=[CH:7][CH:8]=[CH:9][C:4]=2[N:3]=[C:2]1[CH2:10][N:11]([CH:16]1[C:25]2[N:24]=[CH:23][CH:22]=[CH:21][C:20]=2[CH2:19][CH2:18][CH2:17]1)[CH2:12][CH2:13][CH2:14][NH:15][C:49](=[O:56])[C:50]1[CH:55]=[CH:54][CH:53]=[CH:52][CH:51]=1. The yield is 0.370.